This data is from Full USPTO retrosynthesis dataset with 1.9M reactions from patents (1976-2016). The task is: Predict the reactants needed to synthesize the given product. (1) Given the product [Br:1][C:19]1[C:18]([C:20]2[CH:25]=[CH:24][CH:23]=[CH:22][CH:21]=2)=[N:17][N:16]2[C:11]([O:10][CH3:9])=[CH:12][CH:13]=[CH:14][C:15]=12, predict the reactants needed to synthesize it. The reactants are: [Br:1]N1C(=O)CCC1=O.[CH3:9][O:10][C:11]1[N:16]2[N:17]=[C:18]([C:20]3[CH:25]=[CH:24][CH:23]=[CH:22][CH:21]=3)[CH:19]=[C:15]2[CH:14]=[CH:13][CH:12]=1.C(=O)(O)[O-].[Na+]. (2) Given the product [Cl:1][C:2]1[CH:3]=[C:4]([N:10]2[C:14]([CH3:15])=[C:13]([O:16][CH2:17][C:18]3[CH:19]=[CH:20][C:21]([C:22]([OH:24])=[O:23])=[CH:26][CH:27]=3)[C:12]([CH3:28])=[N:11]2)[CH:5]=[CH:6][C:7]=1[C:8]#[N:9], predict the reactants needed to synthesize it. The reactants are: [Cl:1][C:2]1[CH:3]=[C:4]([N:10]2[C:14]([CH3:15])=[C:13]([O:16][CH2:17][C:18]3[CH:27]=[CH:26][C:21]([C:22]([O:24]C)=[O:23])=[CH:20][CH:19]=3)[C:12]([CH3:28])=[N:11]2)[CH:5]=[CH:6][C:7]=1[C:8]#[N:9].[OH-].[Na+].Cl. (3) Given the product [F:32][CH:2]([F:1])[C:3]1[N:7]([C:8]2[N:13]=[C:12]([N:14]3[CH2:15][CH2:16][O:17][CH2:18][CH2:19]3)[N:11]=[C:10]([NH:20][C@H:21]3[CH2:22][CH2:23][C@H:24]([NH:27][C:35]([NH:34][CH3:33])=[O:36])[CH2:25][CH2:26]3)[N:9]=2)[C:6]2[CH:28]=[CH:29][CH:30]=[CH:31][C:5]=2[N:4]=1, predict the reactants needed to synthesize it. The reactants are: [F:1][CH:2]([F:32])[C:3]1[N:7]([C:8]2[N:13]=[C:12]([N:14]3[CH2:19][CH2:18][O:17][CH2:16][CH2:15]3)[N:11]=[C:10]([NH:20][C@H:21]3[CH2:26][CH2:25][C@H:24]([NH2:27])[CH2:23][CH2:22]3)[N:9]=2)[C:6]2[CH:28]=[CH:29][CH:30]=[CH:31][C:5]=2[N:4]=1.[CH3:33][N:34]=[C:35]=[O:36]. (4) Given the product [C:1]([O:4][C@H:5]1[C@H:10]([O:11][C:12](=[O:14])[CH3:13])[C@@H:9]([O:15][C:16](=[O:18])[CH3:17])[C@H:8]([C:19]2[CH:24]=[CH:23][C:22]([C:43]#[N:44])=[C:21]([CH2:26][C:27]3[S:28][C:29]([C:32]4[O:33][CH:34]=[CH:35][CH:36]=4)=[CH:30][N:31]=3)[CH:20]=2)[O:7][C@@H:6]1[CH2:37][O:38][C:39](=[O:41])[CH3:40])(=[O:3])[CH3:2], predict the reactants needed to synthesize it. The reactants are: [C:1]([O:4][C@H:5]1[C@H:10]([O:11][C:12](=[O:14])[CH3:13])[C@@H:9]([O:15][C:16](=[O:18])[CH3:17])[C@H:8]([C:19]2[CH:24]=[CH:23][C:22](Br)=[C:21]([CH2:26][C:27]3[S:28][C:29]([C:32]4[O:33][CH:34]=[CH:35][CH:36]=4)=[CH:30][N:31]=3)[CH:20]=2)[O:7][C@@H:6]1[CH2:37][O:38][C:39](=[O:41])[CH3:40])(=[O:3])[CH3:2].[Cu][C:43]#[N:44]. (5) Given the product [O:79]=[C:71]1[C:72]2([CH2:78][CH2:77][CH2:76][CH2:75][CH2:74]2)[CH2:73][CH:69]([CH2:68][CH2:67][N:31]2[CH2:30][CH2:29][N:28]([C:34]3[CH:41]=[CH:40][C:37]([C:38]#[N:39])=[CH:36][N:35]=3)[CH2:33][CH2:32]2)[O:70]1, predict the reactants needed to synthesize it. The reactants are: N1C2C=CC=CC=2N=C1C1CCN(CCC2OC(=O)C(CC)(CC)C2)CC1.[N:28]1([C:34]2[CH:41]=[CH:40][C:37]([C:38]#[N:39])=[CH:36][N:35]=2)[CH2:33][CH2:32][NH:31][CH2:30][CH2:29]1.N1(C2C=CC=CC=2C#N)CCNCC1.CC1C=CC(S(O[CH2:67][CH2:68][CH:69]2[CH2:73][C:72]3([CH2:78][CH2:77][CH2:76][CH2:75][CH2:74]3)[C:71](=[O:79])[O:70]2)(=O)=O)=CC=1.CC1C=CC(S(OCCC2CC(CC)(CC)C(=O)O2)(=O)=O)=CC=1. (6) Given the product [OH:1][C:2]1[CH:12]=[CH:11][C:5]([CH2:6][OH:7])=[CH:4][C:3]=1[C:13]1[CH:18]=[CH:17][C:16]([O:19][CH3:20])=[CH:15][CH:14]=1, predict the reactants needed to synthesize it. The reactants are: [OH:1][C:2]1[CH:12]=[CH:11][C:5]([C:6](OCC)=[O:7])=[CH:4][C:3]=1[C:13]1[CH:18]=[CH:17][C:16]([O:19][CH3:20])=[CH:15][CH:14]=1.OC1C=CC(C(O)=O)=CC=1C1C=CC(OC)=CC=1.[H-].[H-].[H-].[H-].[Li+].[Al+3].[OH-].[Na+]. (7) The reactants are: [NH2:1][C:2]1[C:10]([F:11])=[CH:9][C:8]([C:12]2[CH:13]=[C:14]3[C:20]([C:21]4[CH:26]=[CH:25][CH:24]=[CH:23][C:22]=4[O:27][CH3:28])=[N:19][N:18](COCC[Si](C)(C)C)[C:15]3=[N:16][CH:17]=2)=[CH:7][C:3]=1[C:4]([OH:6])=[O:5].Cl(O)(=O)(=O)=O. Given the product [NH2:1][C:2]1[C:10]([F:11])=[CH:9][C:8]([C:12]2[CH:13]=[C:14]3[C:20]([C:21]4[CH:26]=[CH:25][CH:24]=[CH:23][C:22]=4[O:27][CH3:28])=[N:19][NH:18][C:15]3=[N:16][CH:17]=2)=[CH:7][C:3]=1[C:4]([OH:6])=[O:5], predict the reactants needed to synthesize it.